Dataset: Full USPTO retrosynthesis dataset with 1.9M reactions from patents (1976-2016). Task: Predict the reactants needed to synthesize the given product. (1) Given the product [C:1]([O:5][C:6](=[O:24])[NH:7][C@H:8]([CH2:14][C:15]1[CH:20]=[C:19]([F:21])[C:18]([F:22])=[CH:17][C:16]=1[F:23])[CH2:9][C:10](=[O:11])[NH:12][NH:13][C:27]1[C:32]2[N:33]=[C:34]([C:37]([F:39])([F:40])[F:38])[N:35]=[CH:36][C:31]=2[CH2:30][CH2:29][N:28]=1)([CH3:4])([CH3:2])[CH3:3], predict the reactants needed to synthesize it. The reactants are: [C:1]([O:5][C:6](=[O:24])[NH:7][C@H:8]([CH2:14][C:15]1[CH:20]=[C:19]([F:21])[C:18]([F:22])=[CH:17][C:16]=1[F:23])[CH2:9][C:10]([NH:12][NH2:13])=[O:11])([CH3:4])([CH3:3])[CH3:2].CO[C:27]1[C:32]2[N:33]=[C:34]([C:37]([F:40])([F:39])[F:38])[N:35]=[CH:36][C:31]=2[CH2:30][CH2:29][N:28]=1.CO. (2) Given the product [O:28]=[C:20]1[NH:21][C:22]2[C:27](/[C:19]/1=[CH:18]\[C:15]1[O:14][C:13]([C:9]3[CH:8]=[C:7]([NH:6][C:4](=[O:5])[CH2:3][CH2:2][N:29]4[CH2:33][CH2:32][CH2:31][CH2:30]4)[CH:12]=[CH:11][CH:10]=3)=[CH:17][CH:16]=1)=[CH:26][CH:25]=[CH:24][CH:23]=2, predict the reactants needed to synthesize it. The reactants are: Cl[CH2:2][CH2:3][C:4]([NH:6][C:7]1[CH:12]=[CH:11][CH:10]=[C:9]([C:13]2[O:14][C:15](/[CH:18]=[C:19]3/[C:20](=[O:28])[NH:21][C:22]4[C:27]/3=[CH:26][CH:25]=[CH:24][CH:23]=4)=[CH:16][CH:17]=2)[CH:8]=1)=[O:5].[NH:29]1[CH2:33][CH2:32][CH2:31][CH2:30]1. (3) The reactants are: [Cl:1][C:2]1[N:7]=[C:6]2[C:8]([CH3:35])=[C:9]([CH:11]([NH:18][C:19]3[CH:24]=[CH:23][C:22]([C:25]([NH:27][CH2:28][CH2:29][C:30]([O:32]CC)=[O:31])=[O:26])=[CH:21][CH:20]=3)[CH:12]3[CH2:17][CH2:16][CH2:15][CH2:14][CH2:13]3)[O:10][C:5]2=[CH:4][CH:3]=1.O1CCCC1.[OH-].[Na+]. Given the product [Cl:1][C:2]1[N:7]=[C:6]2[C:8]([CH3:35])=[C:9]([CH:11]([NH:18][C:19]3[CH:20]=[CH:21][C:22]([C:25]([NH:27][CH2:28][CH2:29][C:30]([OH:32])=[O:31])=[O:26])=[CH:23][CH:24]=3)[CH:12]3[CH2:13][CH2:14][CH2:15][CH2:16][CH2:17]3)[O:10][C:5]2=[CH:4][CH:3]=1, predict the reactants needed to synthesize it. (4) Given the product [CH3:67][N:64]1[C:54]2=[C:55]3[C:50](=[CH:51][CH:52]=[C:53]2[CH:66]=[N:65]1)[C:49](=[O:68])[C:48]([C:21]1[CH:22]=[CH:23][C:24]([C:27]2([NH:31][S:32]([C:34]([CH3:37])([CH3:36])[CH3:35])=[O:33])[CH2:30][CH2:29][CH2:28]2)=[N:25][CH:26]=1)=[C:57]([C:58]1[CH:63]=[CH:62][CH:61]=[CH:60][CH:59]=1)[O:56]3, predict the reactants needed to synthesize it. The reactants are: O=C1N2C=CC3C(=O)C([C:21]4[CH:22]=[CH:23][C:24]([C:27]5([NH:31][S:32]([C:34]([CH3:37])([CH3:36])[CH3:35])=[O:33])[CH2:30][CH2:29][CH2:28]5)=[N:25][CH:26]=4)=C(C4C=CC=CC=4)OC=3C2=NN1COCC[Si](C)(C)C.I[C:48]1[C:49](=[O:68])[C:50]2[C:55]([O:56][C:57]=1[C:58]1[CH:63]=[CH:62][CH:61]=[CH:60][CH:59]=1)=[C:54]1[N:64]([CH3:67])[N:65]=[CH:66][C:53]1=[CH:52][CH:51]=2. (5) Given the product [CH2:1]([O:3][C:4]([C:6]1([C@H:9]2[CH2:13][N:12]([C@H:14]([C:16]3[CH:17]=[CH:18][CH:19]=[CH:20][CH:21]=3)[CH3:15])[C:11](=[O:22])[CH2:10]2)[CH2:7][CH2:8]1)=[O:5])[CH3:2], predict the reactants needed to synthesize it. The reactants are: [CH2:1]([O:3][C:4]([C:6]1([C:9]2[CH2:13][N:12]([C@H:14]([C:16]3[CH:21]=[CH:20][CH:19]=[CH:18][CH:17]=3)[CH3:15])[C:11](=[O:22])[CH:10]=2)[CH2:8][CH2:7]1)=[O:5])[CH3:2]. (6) Given the product [F:14][C:15]([F:31])([F:32])[C:16]1[CH:21]=[CH:20][CH:19]=[CH:18][C:17]=1[O:22][C:23]1[CH:24]=[C:25]([CH2:26][NH:27][C:4](=[O:6])[C:3]2[CH:7]=[CH:8][C:9]([CH2:11][O:12][CH3:13])=[N:10][C:2]=2[NH2:1])[CH:28]=[CH:29][CH:30]=1, predict the reactants needed to synthesize it. The reactants are: [NH2:1][C:2]1[N:10]=[C:9]([CH2:11][O:12][CH3:13])[CH:8]=[CH:7][C:3]=1[C:4]([OH:6])=O.[F:14][C:15]([F:32])([F:31])[C:16]1[CH:21]=[CH:20][CH:19]=[CH:18][C:17]=1[O:22][C:23]1[CH:24]=[C:25]([CH:28]=[CH:29][CH:30]=1)[CH2:26][NH2:27].C(N(CC)CC)C.CN([P+](ON1N=NC2C=CC=CC1=2)(N(C)C)N(C)C)C.F[P-](F)(F)(F)(F)F. (7) Given the product [N:23]([CH2:2][C:3]([NH:5][C:6]1[CH:11]=[CH:10][C:9]([Cl:12])=[C:8]([C:13]2[O:14][C:15]3[CH:21]=[CH:20][C:19]([Cl:22])=[CH:18][C:16]=3[N:17]=2)[CH:7]=1)=[O:4])=[N+:24]=[N-:25], predict the reactants needed to synthesize it. The reactants are: Cl[CH2:2][C:3]([NH:5][C:6]1[CH:11]=[CH:10][C:9]([Cl:12])=[C:8]([C:13]2[O:14][C:15]3[CH:21]=[CH:20][C:19]([Cl:22])=[CH:18][C:16]=3[N:17]=2)[CH:7]=1)=[O:4].[N-:23]=[N+:24]=[N-:25].[Na+].[Cl-].[Na+].